Dataset: Forward reaction prediction with 1.9M reactions from USPTO patents (1976-2016). Task: Predict the product of the given reaction. Given the reactants CC1(C)[O:6][CH:5]([CH2:7][O:8][C:9]2[CH:14]=[CH:13][N:12]3[C:15]([C:18]([NH:20][C:21]4[CH:29]=[CH:28][CH:27]=[C:26]5[C:22]=4[C:23]([CH2:38][CH3:39])=[N:24][N:25]5[CH2:30][C:31]4[CH:36]=[CH:35][CH:34]=[C:33]([CH3:37])[N:32]=4)=[O:19])=[CH:16][N:17]=[C:11]3[CH:10]=2)[CH2:4][O:3]1.[ClH:41], predict the reaction product. The product is: [ClH:41].[ClH:41].[OH:6][CH:5]([CH2:4][OH:3])[CH2:7][O:8][C:9]1[CH:14]=[CH:13][N:12]2[C:15]([C:18]([NH:20][C:21]3[CH:29]=[CH:28][CH:27]=[C:26]4[C:22]=3[C:23]([CH2:38][CH3:39])=[N:24][N:25]4[CH2:30][C:31]3[CH:36]=[CH:35][CH:34]=[C:33]([CH3:37])[N:32]=3)=[O:19])=[CH:16][N:17]=[C:11]2[CH:10]=1.